Dataset: Full USPTO retrosynthesis dataset with 1.9M reactions from patents (1976-2016). Task: Predict the reactants needed to synthesize the given product. Given the product [CH3:27][C:21]([CH3:28])([CH2:20][CH2:19][CH2:18][CH2:17][CH2:16][CH2:15][CH2:14][CH2:13][CH2:12][C:11]([CH3:30])([CH3:29])[CH2:10][OH:9])[CH2:22][OH:23], predict the reactants needed to synthesize it. The reactants are: [H-].[H-].[H-].[H-].[Li+].[Al+3].C([O:9][C:10](=O)[C:11]([CH3:30])([CH3:29])[CH2:12][CH2:13][CH2:14][CH2:15][CH2:16][CH2:17][CH2:18][CH2:19][CH2:20][C:21]([CH3:28])([CH3:27])[C:22](OCC)=[O:23])C.O.Cl.